From a dataset of Catalyst prediction with 721,799 reactions and 888 catalyst types from USPTO. Predict which catalyst facilitates the given reaction. Reactant: [Br:1][C:2]1[C:3](=[O:30])[N:4]([CH2:19][C:20]2[CH:21]=[N:22][C:23](S(C)(=O)=O)=[N:24][CH:25]=2)[C:5]([CH3:18])=[CH:6][C:7]=1[O:8][CH2:9][C:10]1[CH:15]=[CH:14][C:13]([F:16])=[CH:12][C:11]=1[F:17].[CH3:31][NH2:32]. Product: [Br:1][C:2]1[C:3](=[O:30])[N:4]([CH2:19][C:20]2[CH:21]=[N:22][C:23]([NH:32][CH3:31])=[N:24][CH:25]=2)[C:5]([CH3:18])=[CH:6][C:7]=1[O:8][CH2:9][C:10]1[CH:15]=[CH:14][C:13]([F:16])=[CH:12][C:11]=1[F:17]. The catalyst class is: 20.